From a dataset of Full USPTO retrosynthesis dataset with 1.9M reactions from patents (1976-2016). Predict the reactants needed to synthesize the given product. (1) Given the product [N:4]1[CH:5]=[CH:6][CH:7]=[C:2](/[CH:12]=[CH:11]/[CH2:10][C@H:9]([OH:13])[CH3:8])[CH:3]=1, predict the reactants needed to synthesize it. The reactants are: Br[C:2]1[CH:3]=[N:4][CH:5]=[CH:6][CH:7]=1.[CH3:8][C@@H:9]([OH:13])[CH2:10][CH:11]=[CH2:12].C(N(CC)CC)C.C(#N)C. (2) Given the product [C:17]([NH:1][C:2]1[S:3][CH:4]=[C:5]([CH3:10])[C:6]=1[C:7]([NH2:9])=[O:8])(=[O:19])[CH3:18], predict the reactants needed to synthesize it. The reactants are: [NH2:1][C:2]1[S:3][CH:4]=[C:5]([CH3:10])[C:6]=1[C:7]([NH2:9])=[O:8].N1C=CC=CC=1.[C:17](Cl)(=[O:19])[CH3:18]. (3) Given the product [CH2:1]([O:8][C:9](=[O:10])[CH2:11][CH2:12][O:13][C:14]1[CH:15]=[C:16]([N+:25]([O-:27])=[O:26])[C:17]([C:18]([N:36]2[CH2:39][CH2:40][CH2:41][CH:29]2[CH2:28][OH:32])=[O:20])=[CH:21][C:22]=1[O:23][CH3:24])[C:2]1[CH:3]=[CH:4][CH:5]=[CH:6][CH:7]=1, predict the reactants needed to synthesize it. The reactants are: [CH2:1]([O:8][C:9]([CH2:11][CH2:12][O:13][C:14]1[C:22]([O:23][CH3:24])=[CH:21][C:17]([C:18]([OH:20])=O)=[C:16]([N+:25]([O-:27])=[O:26])[CH:15]=1)=[O:10])[C:2]1[CH:7]=[CH:6][CH:5]=[CH:4][CH:3]=1.[C:28](Cl)(=[O:32])[C:29](Cl)=O.C([N:36]([CH2:39][CH3:40])CC)C.[CH2:41](Cl)Cl. (4) Given the product [CH3:1][C:2]1[CH:3]=[C:4]([C:11]2[CH2:16][N:15]([CH2:17][CH2:18][CH3:19])[CH2:14][CH2:13][CH:12]=2)[CH:5]=[CH:6][C:7]=1[NH2:8], predict the reactants needed to synthesize it. The reactants are: [CH3:1][C:2]1[CH:3]=[C:4]([C:11]2[CH2:16][N:15]([CH2:17][CH2:18][CH3:19])[CH2:14][CH2:13][CH:12]=2)[CH:5]=[CH:6][C:7]=1[N+:8]([O-])=O.O.NN. (5) Given the product [CH2:20]([O:27][C:28]1[C:35]([O:36][CH3:37])=[CH:34][CH:33]=[CH:32][C:29]=1[CH:30]([OH:31])[C:4]1[CH:3]=[C:2]([Cl:1])[CH:7]=[CH:6][C:5]=1[NH:8][C:9](=[O:14])[C:10]([CH3:11])([CH3:13])[CH3:12])[C:21]1[CH:22]=[CH:23][CH:24]=[CH:25][CH:26]=1, predict the reactants needed to synthesize it. The reactants are: [Cl:1][C:2]1[CH:7]=[CH:6][C:5]([NH:8][C:9](=[O:14])[C:10]([CH3:13])([CH3:12])[CH3:11])=[CH:4][CH:3]=1.C([Li])CCC.[CH2:20]([O:27][C:28]1[C:35]([O:36][CH3:37])=[CH:34][CH:33]=[CH:32][C:29]=1[CH:30]=[O:31])[C:21]1[CH:26]=[CH:25][CH:24]=[CH:23][CH:22]=1.[Cl-].[NH4+]. (6) Given the product [C:17](=[O:20])([O:11][C:8]1[CH:9]=[C:10]2[C:5]([CH:4]=[CH:3][CH:2]=[N:1]2)=[CH:6][CH:7]=1)[O:16][C:13]([CH3:15])([CH3:14])[CH3:12], predict the reactants needed to synthesize it. The reactants are: [N:1]1[C:10]2[C:5](=[CH:6][CH:7]=[C:8]([OH:11])[CH:9]=2)[CH:4]=[CH:3][CH:2]=1.[CH3:12][C:13]([O:16][CH3:17])([CH3:15])[CH3:14].CC[O:20]C(C)=O. (7) The reactants are: [C:1](=[O:24])(OC1C=CC([N+]([O-])=O)=CC=1)[O:2][CH2:3][CH:4]1[CH2:9][CH2:8][N:7]([CH2:10][CH2:11][O:12][CH3:13])[CH2:6][CH2:5]1.CCN(C(C)C)C(C)C.[ClH:34].Cl.[Cl:36][C:37]1[CH:42]=[CH:41][C:40]([N:43]2[CH2:48][CH2:47][NH:46][CH2:45][CH2:44]2)=[CH:39][CH:38]=1. Given the product [ClH:36].[ClH:34].[Cl:36][C:37]1[CH:38]=[CH:39][C:40]([N:43]2[CH2:48][CH2:47][N:46]([C:1]([O:2][CH2:3][CH:4]3[CH2:5][CH2:6][N:7]([CH2:10][CH2:11][O:12][CH3:13])[CH2:8][CH2:9]3)=[O:24])[CH2:45][CH2:44]2)=[CH:41][CH:42]=1, predict the reactants needed to synthesize it. (8) Given the product [CH2:1]([N:8]1[CH2:17][CH2:16][C:15]2[C:10](=[CH:11][CH:12]=[CH:13][CH:14]=2)[CH:9]1[C:18]([O:21][CH3:24])([CH3:19])[CH3:20])[C:2]1[CH:3]=[CH:4][CH:5]=[CH:6][CH:7]=1, predict the reactants needed to synthesize it. The reactants are: [CH2:1]([N:8]1[CH2:17][CH2:16][C:15]2[C:10](=[CH:11][CH:12]=[CH:13][CH:14]=2)[CH:9]1[C:18]([OH:21])([CH3:20])[CH3:19])[C:2]1[CH:7]=[CH:6][CH:5]=[CH:4][CH:3]=1.[H-].[Na+].[CH3:24]I.O. (9) Given the product [C:56]([NH:55][CH2:54][CH2:53][C:50]1[CH:49]=[CH:48][C:47]([F:46])=[CH:52][C:51]=1[O:31][CH2:30][CH2:29][O:28][CH:16]1[CH:15]([C:12]2[CH:13]=[CH:14][C:9]([O:8][CH2:7][CH2:6][CH2:5][O:4][C:3]3[CH:42]=[CH:43][CH:44]=[CH:45][C:2]=3[Cl:1])=[CH:10][CH:11]=2)[CH2:20][CH2:19][N:18]([C:21]([O:23][C:24]([CH3:25])([CH3:27])[CH3:26])=[O:22])[CH2:17]1)(=[O:58])[CH3:57], predict the reactants needed to synthesize it. The reactants are: [Cl:1][C:2]1[CH:45]=[CH:44][CH:43]=[CH:42][C:3]=1[O:4][CH2:5][CH2:6][CH2:7][O:8][C:9]1[CH:14]=[CH:13][C:12]([CH:15]2[CH2:20][CH2:19][N:18]([C:21]([O:23][C:24]([CH3:27])([CH3:26])[CH3:25])=[O:22])[CH2:17][CH:16]2[O:28][CH2:29][CH2:30][O:31]S(C2C=CC(C)=CC=2)(=O)=O)=[CH:11][CH:10]=1.[F:46][C:47]1[CH:52]=[CH:51][C:50]([CH2:53][CH2:54][NH:55][C:56](=[O:58])[CH3:57])=[C:49](O)[CH:48]=1.